This data is from Full USPTO retrosynthesis dataset with 1.9M reactions from patents (1976-2016). The task is: Predict the reactants needed to synthesize the given product. (1) Given the product [F:17][C:14]([F:15])([F:16])[C:9]1[CH:8]=[C:7]2[C:12]([C:23]([CH2:24][C:20]([OH:21])=[O:19])=[CH:4][NH:6]2)=[CH:11][CH:10]=1, predict the reactants needed to synthesize it. The reactants are: C(O[C:4]([NH:6][C:7]1[CH:8]=[C:9]([C:14]([F:17])([F:16])[F:15])[CH:10]=[CH:11][C:12]=1I)=O)C.C[O:19][CH:20]1[CH:24]=[CH:23]C(OC)[O:21]1.C(N(C(C)C)CC)(C)C.CN(C=O)C. (2) Given the product [O:1]1[C:5]2[CH:6]=[CH:7][CH:8]=[CH:9][C:4]=2[N:3]=[C:2]1[C:10]1[CH:26]=[CH:25][C:13]2[N:14]([CH:18]3[CH2:19][CH2:20][C:21](=[O:24])[CH2:22][CH2:23]3)[C:15]([CH3:17])=[N:16][C:12]=2[CH:11]=1, predict the reactants needed to synthesize it. The reactants are: [O:1]1[C:5]2[CH:6]=[CH:7][CH:8]=[CH:9][C:4]=2[N:3]=[C:2]1[C:10]1[CH:26]=[CH:25][C:13]2[N:14]([CH:18]3[CH2:23][CH2:22][CH:21]([OH:24])[CH2:20][CH2:19]3)[C:15]([CH3:17])=[N:16][C:12]=2[CH:11]=1.C(C1C(=O)C(Cl)=C(Cl)C(=O)C=1C#N)#N. (3) The reactants are: [OH:1][C:2]1[CH:9]=[CH:8][C:5]([CH:6]=[O:7])=[CH:4][CH:3]=1.Br[CH2:11][CH2:12][CH2:13][CH2:14][CH2:15][CH2:16][CH2:17][CH2:18][CH2:19][CH2:20][CH2:21][CH3:22].C(=O)([O-])[O-].[K+].[K+]. Given the product [CH2:22]([O:1][C:2]1[CH:9]=[CH:8][C:5]([CH:6]=[O:7])=[CH:4][CH:3]=1)[CH2:21][CH2:20][CH2:19][CH2:18][CH2:17][CH2:16][CH2:15][CH2:14][CH2:13][CH2:12][CH3:11], predict the reactants needed to synthesize it. (4) Given the product [CH3:2][C:3]1([CH3:27])[CH2:12][CH2:11][C:10]([CH3:13])([CH3:14])[C:9]2[CH:8]=[C:7]([C:15]3[N:16]=[C:17]([N:20]4[CH2:25][CH2:24][CH:23]([NH:26][CH2:35][CH2:34][OH:33])[CH2:22][CH2:21]4)[S:18][CH:19]=3)[CH:6]=[CH:5][C:4]1=2, predict the reactants needed to synthesize it. The reactants are: Br.[CH3:2][C:3]1([CH3:27])[CH2:12][CH2:11][C:10]([CH3:14])([CH3:13])[C:9]2[CH:8]=[C:7]([C:15]3[N:16]=[C:17]([N:20]4[CH2:25][CH2:24][CH:23]([NH2:26])[CH2:22][CH2:21]4)[S:18][CH:19]=3)[CH:6]=[CH:5][C:4]1=2.C([Si](C)(C)[O:33][CH2:34][CH:35]=O)(C)(C)C.C1COCC1.CCCC[N+](CCCC)(CCCC)CCCC.[F-].C1COCC1. (5) The reactants are: [NH:1]1[C:5]2[N:6]=[CH:7][CH:8]=[C:9]([CH:10]=[O:11])[C:4]=2[CH:3]=[CH:2]1.[H-].[Na+].I[CH3:15].[Cl-].[NH4+]. Given the product [CH3:15][N:1]1[C:5]2[N:6]=[CH:7][CH:8]=[C:9]([CH:10]=[O:11])[C:4]=2[CH:3]=[CH:2]1, predict the reactants needed to synthesize it. (6) Given the product [CH2:1]([O:3][C:4](=[O:33])[CH2:5][O:6][C:7]1[CH:12]=[CH:11][C:10]([S:13][C:14]2[CH:19]=[C:18]([O:20][C:21]3[C:26]([C:27]([F:30])([F:29])[F:28])=[CH:25][CH:24]=[CH:23][N:22]=3)[CH:17]=[C:16]([C:35]#[C:34][C:36]3[CH:37]=[CH:38][C:39]([S:42]([CH3:45])(=[O:44])=[O:43])=[CH:40][CH:41]=3)[CH:15]=2)=[CH:9][C:8]=1[CH3:32])[CH3:2], predict the reactants needed to synthesize it. The reactants are: [CH2:1]([O:3][C:4](=[O:33])[CH2:5][O:6][C:7]1[CH:12]=[CH:11][C:10]([S:13][C:14]2[CH:19]=[C:18]([O:20][C:21]3[C:26]([C:27]([F:30])([F:29])[F:28])=[CH:25][CH:24]=[CH:23][N:22]=3)[CH:17]=[C:16](Br)[CH:15]=2)=[CH:9][C:8]=1[CH3:32])[CH3:2].[C:34]([C:36]1[CH:41]=[CH:40][C:39]([S:42]([CH3:45])(=[O:44])=[O:43])=[CH:38][CH:37]=1)#[CH:35].C(OC(=O)COC1C=CC(SC2C=C(C#CC3C=CC(CO)=CC=3)C=C(OCCC3C=CC(Cl)=CC=3)C=2)=CC=1C)C.